The task is: Predict which catalyst facilitates the given reaction.. This data is from Catalyst prediction with 721,799 reactions and 888 catalyst types from USPTO. (1) Reactant: [CH3:1][O:2][C:3]([NH:5][C@@H:6]1[CH:14]2[C:15](=[O:22])[CH2:16][C@H:17]([C:19]([OH:21])=[O:20])[CH2:18][N:12]3[C:13]2=[C:9]([CH:10]=[CH:11]3)[C:8](=[O:23])[CH2:7]1)=[O:4].CN(C(ON1N=NC2C=CC=NC1=2)=[N+](C)C)C.F[P-](F)(F)(F)(F)F.CCN(C(C)C)C(C)C.[Br:57][C:58]1[CH:63]=[CH:62][C:61]([C:64](=[O:68])[CH2:65]NBr)=[CH:60][CH:59]=1.Cl. Product: [Br:57][C:58]1[CH:63]=[CH:62][C:61]([C:64](=[O:68])[CH2:65][O:20][C:19]([C@@H:17]2[CH2:18][N:12]3[C:13]4[CH:14]([C@@H:6]([NH:5][C:3]([O:2][CH3:1])=[O:4])[CH2:7][C:8](=[O:23])[C:9]=4[CH:10]=[CH:11]3)[C:15](=[O:22])[CH2:16]2)=[O:21])=[CH:60][CH:59]=1. The catalyst class is: 3. (2) The catalyst class is: 205. Reactant: Br[C:2]1[CH:3]=[C:4]2[C:10]([C:11]3[CH:16]=[CH:15][CH:14]=[CH:13][C:12]=3[O:17][CH3:18])=[CH:9][N:8]([CH2:19][O:20][CH2:21][CH2:22][Si:23]([CH3:26])([CH3:25])[CH3:24])[C:5]2=[N:6][CH:7]=1.N1CCC[C@H]1C(O)=O.C(=O)([O-])[O-].[K+].[K+].[CH3:41][N:42]([CH3:50])[C:43]([CH:45]1[CH2:49][CH2:48][NH:47][CH2:46]1)=[O:44]. Product: [CH3:41][N:42]([CH3:50])[C:43]([CH:45]1[CH2:49][CH2:48][N:47]([C:2]2[CH:3]=[C:4]3[C:10]([C:11]4[CH:16]=[CH:15][CH:14]=[CH:13][C:12]=4[O:17][CH3:18])=[CH:9][N:8]([CH2:19][O:20][CH2:21][CH2:22][Si:23]([CH3:26])([CH3:25])[CH3:24])[C:5]3=[N:6][CH:7]=2)[CH2:46]1)=[O:44]. (3) Product: [C:32]([CH:30]1[CH2:29][CH:28]([N:18]2[C:17](=[O:37])[C:16]([CH2:15][C:12]3[CH:13]=[CH:14][C:9]([C:4]4[C:3]([C:1]#[N:2])=[CH:8][CH:7]=[CH:6][CH:5]=4)=[CH:10][C:11]=3[F:38])=[C:21]([CH2:22][CH2:23][CH3:24])[N:20]3[N:25]=[CH:26][N:27]=[C:19]23)[CH2:31]1)(=[O:34])[CH3:42]. The catalyst class is: 214. Reactant: [C:1]([C:3]1[CH:8]=[CH:7][CH:6]=[CH:5][C:4]=1[C:9]1[CH:14]=[CH:13][C:12]([CH2:15][C:16]2[C:17](=[O:37])[N:18]([CH:28]3[CH2:31][CH:30]([C:32]([O:34]CC)=O)[CH2:29]3)[C:19]3[N:20]([N:25]=[CH:26][N:27]=3)[C:21]=2[CH2:22][CH2:23][CH3:24])=[C:11]([F:38])[CH:10]=1)#[N:2].[OH-].[Na+].Cl.[CH3:42][Mg]Br. (4) Reactant: [Cl:1][C:2]1[CH:3]=[C:4]([C:8]2[C:13]([O:14][CH3:15])=[CH:12][CH:11]=[C:10]([CH2:16][C:17]3[CH:18]=[CH:19][C:20]([N:23]4[CH2:26][CH2:25][C@H:24]4[C:27]([NH2:29])=[O:28])=[N:21][CH:22]=3)[C:9]=2[F:30])[CH:5]=[CH:6][CH:7]=1.Cl. Product: [ClH:1].[Cl:1][C:2]1[CH:3]=[C:4]([C:8]2[C:13]([O:14][CH3:15])=[CH:12][CH:11]=[C:10]([CH2:16][C:17]3[CH:18]=[CH:19][C:20]([N:23]4[CH2:26][CH2:25][C@H:24]4[C:27]([NH2:29])=[O:28])=[N:21][CH:22]=3)[C:9]=2[F:30])[CH:5]=[CH:6][CH:7]=1. The catalyst class is: 28.